Task: Predict the reaction yield, written as a fraction of the theoretical maximum amount of product (1.0 means a 100% yield; for example, 0.34 means a 34% yield).. Dataset: Reaction yield outcomes from USPTO patents with 853,638 reactions (1) The reactants are [CH2:1]([OH:3])[CH3:2].[CH2:4]([N:6]([CH2:9][CH3:10])[CH2:7][CH3:8])[CH3:5].[S:11]([F:15])(F)(=[O:13])=[O:12].N. The catalyst is C(#N)C. The product is [F:15][S:11]([O-:12])(=[O:13])=[O:3].[CH2:4]([N+:6]([CH2:1][CH3:2])([CH2:9][CH3:10])[CH2:7][CH3:8])[CH3:5]. The yield is 0.960. (2) The reactants are [C:1]([C:4]1[CH:9]=[CH:8][C:7](B(O)O)=[CH:6][CH:5]=1)(=[O:3])[CH3:2].I[C:14]1[C:22]2[C:17](=[N:18][CH:19]=[N:20][C:21]=2[NH2:23])[N:16]([CH:24]([CH3:26])[CH3:25])[N:15]=1.C([O-])([O-])=O.[Na+].[Na+]. The catalyst is CCO.COCCOC.C1C=CC([P]([Pd]([P](C2C=CC=CC=2)(C2C=CC=CC=2)C2C=CC=CC=2)([P](C2C=CC=CC=2)(C2C=CC=CC=2)C2C=CC=CC=2)[P](C2C=CC=CC=2)(C2C=CC=CC=2)C2C=CC=CC=2)(C2C=CC=CC=2)C2C=CC=CC=2)=CC=1. The product is [NH2:23][C:21]1[N:20]=[CH:19][N:18]=[C:17]2[N:16]([CH:24]([CH3:26])[CH3:25])[N:15]=[C:14]([C:7]3[CH:8]=[CH:9][C:4]([C:1](=[O:3])[CH3:2])=[CH:5][CH:6]=3)[C:22]=12. The yield is 0.620.